Dataset: Full USPTO retrosynthesis dataset with 1.9M reactions from patents (1976-2016). Task: Predict the reactants needed to synthesize the given product. (1) Given the product [CH3:1][C:2](=[O:3])[C@@H:4]1[C@:8]2([CH3:23])[C@H:7]([C@H:12]3[C@H:11]([CH2:10][CH2:9]2)[C@:16]2([CH3:22])[C@H:15]([CH2:20][CH:19]=[CH:18][CH2:17]2)[CH2:14][CH2:13]3)[CH2:6][CH2:5]1, predict the reactants needed to synthesize it. The reactants are: [CH3:1][C:2]([C@@H:4]1[C@@:8]2([CH3:23])[CH2:9][CH2:10][C@@H:11]3[C@@:16]4([CH3:22])[CH2:17][CH2:18][C@H:19](O)[CH2:20][C@@H:15]4[CH2:14][CH2:13][C@H:12]3[C@@H:7]2[CH2:6][CH2:5]1)=[O:3].C(N(S(F)(F)F)CC)C. (2) Given the product [NH2:21][C:18]1[CH:19]=[CH:20][C:15]([O:14][C:12]2[CH:11]=[CH:10][N:9]=[C:8]([C:6]([NH:5][CH2:4][CH:1]3[CH2:3][CH2:2]3)=[O:7])[CH:13]=2)=[CH:16][CH:17]=1, predict the reactants needed to synthesize it. The reactants are: [CH:1]1([CH2:4][NH:5][C:6]([C:8]2[CH:13]=[C:12]([O:14][C:15]3[CH:20]=[CH:19][C:18]([N+:21]([O-])=O)=[CH:17][CH:16]=3)[CH:11]=[CH:10][N:9]=2)=[O:7])[CH2:3][CH2:2]1.[Cl-].[NH4+].C(O)C.CN(C)C=O. (3) Given the product [F:1][C:2]1[CH:7]=[C:6]([N:8]2[CH:12]=[C:11]([CH3:13])[N:10]=[C:9]2[C:14]2[CH:19]=[CH:18][C:17]([C:20]3[N:21]=[CH:22][S:23][CH:24]=3)=[CH:16][CH:15]=2)[CH:5]=[CH:4][C:3]=1[S:29]([NH2:32])(=[O:30])=[O:31], predict the reactants needed to synthesize it. The reactants are: [F:1][C:2]1[CH:7]=[C:6]([N:8]2[CH:12]=[C:11]([CH3:13])[N:10]=[C:9]2[C:14]2[CH:19]=[CH:18][C:17]([C:20]3[N:21]=[C:22]([Si](C)(C)C)[S:23][CH:24]=3)=[CH:16][CH:15]=2)[CH:5]=[CH:4][C:3]=1[S:29]([NH2:32])(=[O:31])=[O:30].[F-].C([N+](CCCC)(CCCC)CCCC)CCC.O.